Dataset: Full USPTO retrosynthesis dataset with 1.9M reactions from patents (1976-2016). Task: Predict the reactants needed to synthesize the given product. (1) Given the product [C:36]1(/[CH:35]=[CH:34]/[C:33]2[O:15][C:12]3[CH2:13][CH2:14][NH:8][CH2:9][CH2:10][C:11]=3[N:43]=2)[CH:41]=[CH:40][CH:39]=[CH:38][CH:37]=1, predict the reactants needed to synthesize it. The reactants are: CC(OC([N:8]1[CH2:14][CH2:13][C:12](=[O:15])[CH:11](Br)[CH2:10][CH2:9]1)=O)(C)C.CC(OC(N1CCCC(=O)C(Br)C1)=O)(C)C.[C:33]([NH2:43])(=O)/[CH:34]=[CH:35]/[C:36]1[CH:41]=[CH:40][CH:39]=[CH:38][CH:37]=1. (2) The reactants are: [CH3:1][N:2]1[C:10]2[C:5](=[CH:6][CH:7]=[CH:8][C:9]=2[CH2:11][C:12]([NH2:14])=[O:13])[CH:4]=[CH:3]1.[C:15]([C:17]1[CH:18]=[C:19]2[C:23](=[CH:24][CH:25]=1)[NH:22][CH:21]=[C:20]2[C:26](=O)[C:27](OC)=[O:28])#[N:16].CC(C)([O-])C.[K+].C1COCC1. Given the product [C:15]([C:17]1[CH:18]=[C:19]2[C:23](=[CH:24][CH:25]=1)[NH:22][CH:21]=[C:20]2[C:26]1[C:27](=[O:28])[NH:14][C:12](=[O:13])[C:11]=1[C:9]1[CH:8]=[CH:7][CH:6]=[C:5]2[C:10]=1[N:2]([CH3:1])[CH:3]=[CH:4]2)#[N:16], predict the reactants needed to synthesize it. (3) Given the product [C:6]([O:10][C:11](=[O:35])[CH2:12][CH2:13][N:14]([C:28]([O:30][C:31]([CH3:34])([CH3:33])[CH3:32])=[O:29])[CH2:15][C:16]([N:18]1[C:26]2[C:21](=[CH:22][C:23]([O:27][CH2:37][C:38]3[CH:43]=[CH:42][C:41]([CH:44]([CH3:46])[CH3:45])=[C:40]([C:47]([F:48])([F:50])[F:49])[CH:39]=3)=[CH:24][CH:25]=2)[CH2:20][CH2:19]1)=[O:17])([CH3:9])([CH3:8])[CH3:7], predict the reactants needed to synthesize it. The reactants are: CN(C=O)C.[C:6]([O:10][C:11](=[O:35])[CH2:12][CH2:13][N:14]([C:28]([O:30][C:31]([CH3:34])([CH3:33])[CH3:32])=[O:29])[CH2:15][C:16]([N:18]1[C:26]2[C:21](=[CH:22][C:23]([OH:27])=[CH:24][CH:25]=2)[CH2:20][CH2:19]1)=[O:17])([CH3:9])([CH3:8])[CH3:7].Cl[CH2:37][C:38]1[CH:43]=[CH:42][C:41]([CH:44]([CH3:46])[CH3:45])=[C:40]([C:47]([F:50])([F:49])[F:48])[CH:39]=1.C(=O)([O-])[O-].[K+].[K+]. (4) Given the product [C:13]1([CH3:12])[CH:21]=[CH:20][C:16]([C:17]2[O:1][C:2]3[C:3](=[C:4]([C:5]([OH:7])=[O:6])[CH:8]=[CH:9][CH:10]=3)[N:11]=2)=[CH:15][CH:14]=1, predict the reactants needed to synthesize it. The reactants are: [OH:1][C:2]1[CH:10]=[CH:9][CH:8]=[C:4]([C:5]([OH:7])=[O:6])[C:3]=1[NH2:11].[CH3:12][C:13]1[CH:21]=[CH:20][C:16]([C:17](Cl)=O)=[CH:15][CH:14]=1.N1C=CC=CC=1.Cl.CC1C=CC(S(O)(=O)=O)=CC=1. (5) Given the product [CH3:1][O:2][C:3]1[CH:20]=[CH:19][C:6]([CH2:7][NH:8][C:9]2[CH:14]=[C:13]([O:21][C:22]3[CH:31]=[C:30]4[C:25]([CH2:26][CH2:27][CH:28]([C:32]([OH:34])=[O:33])[CH2:29]4)=[CH:24][CH:23]=3)[CH:12]=[CH:11][N+:10]=2[O-:18])=[CH:5][CH:4]=1, predict the reactants needed to synthesize it. The reactants are: [CH3:1][O:2][C:3]1[CH:20]=[CH:19][C:6]([CH2:7][NH:8][C:9]2[N+:10]([O-:18])=[CH:11][CH:12]=[C:13]([N+]([O-])=O)[CH:14]=2)=[CH:5][CH:4]=1.[OH:21][C:22]1[CH:31]=[C:30]2[C:25]([CH2:26][CH2:27][CH:28]([C:32]([OH:34])=[O:33])[CH2:29]2)=[CH:24][CH:23]=1.C(=O)([O-])[O-].[Cs+].[Cs+].CN(C=O)C.